Dataset: Reaction yield outcomes from USPTO patents with 853,638 reactions. Task: Predict the reaction yield, written as a fraction of the theoretical maximum amount of product (1.0 means a 100% yield; for example, 0.34 means a 34% yield). (1) The reactants are P(Br)(Br)[Br:2].[CH2:5]([O:17][C:18]1[CH:25]=[CH:24][C:21]([CH2:22]O)=[CH:20][CH:19]=1)[CH2:6][CH2:7][CH2:8][CH2:9][CH2:10][CH2:11][CH2:12][CH2:13][CH2:14][CH2:15][CH3:16].O. The catalyst is C(Cl)Cl. The product is [CH2:5]([O:17][C:18]1[CH:25]=[CH:24][C:21]([CH2:22][Br:2])=[CH:20][CH:19]=1)[CH2:6][CH2:7][CH2:8][CH2:9][CH2:10][CH2:11][CH2:12][CH2:13][CH2:14][CH2:15][CH3:16]. The yield is 0.900. (2) The reactants are [CH3:1][C:2]([CH3:33])([CH3:32])[C@@H:3]([NH:11][C:12]([C:14]1[C:22]2[C:17](=[N:18][CH:19]=[C:20](Br)[N:21]=2)[N:16]([CH2:24][O:25][CH2:26][CH2:27][Si:28]([CH3:31])([CH3:30])[CH3:29])[CH:15]=1)=[O:13])[C:4]([N:6]1[CH2:10][CH2:9][CH2:8][CH2:7]1)=[O:5].[CH2:34]([N:36]1[CH:40]=[C:39](B2OC(C)(C)C(C)(C)O2)[CH:38]=[N:37]1)[CH3:35].C([O-])([O-])=O.[K+].[K+]. The catalyst is COCCOC.C1C=CC([P]([Pd]([P](C2C=CC=CC=2)(C2C=CC=CC=2)C2C=CC=CC=2)([P](C2C=CC=CC=2)(C2C=CC=CC=2)C2C=CC=CC=2)[P](C2C=CC=CC=2)(C2C=CC=CC=2)C2C=CC=CC=2)(C2C=CC=CC=2)C2C=CC=CC=2)=CC=1. The product is [CH3:1][C:2]([CH3:33])([CH3:32])[C@@H:3]([NH:11][C:12]([C:14]1[C:22]2[C:17](=[N:18][CH:19]=[C:20]([C:39]3[CH:38]=[N:37][N:36]([CH2:34][CH3:35])[CH:40]=3)[N:21]=2)[N:16]([CH2:24][O:25][CH2:26][CH2:27][Si:28]([CH3:31])([CH3:30])[CH3:29])[CH:15]=1)=[O:13])[C:4]([N:6]1[CH2:10][CH2:9][CH2:8][CH2:7]1)=[O:5]. The yield is 0.750.